Dataset: Forward reaction prediction with 1.9M reactions from USPTO patents (1976-2016). Task: Predict the product of the given reaction. Given the reactants [C:1]([O:5][C:6]([N:8]1[CH2:20][C@@H:19]([CH3:21])[N:18]2[C@H:10]([CH2:11][C:12]3[C:17]2=[N:16][C:15]([CH2:22][SH:23])=[C:14]([Br:24])[CH:13]=3)[CH2:9]1)=[O:7])([CH3:4])([CH3:3])[CH3:2].F[B-](F)(F)F.[C:30]([N+]1C=CC=CC=1)([C:43]1[CH:48]=[CH:47][CH:46]=[CH:45][CH:44]=1)([C:37]1[CH:42]=[CH:41][CH:40]=[CH:39][CH:38]=1)[C:31]1[CH:36]=[CH:35][CH:34]=[CH:33][CH:32]=1, predict the reaction product. The product is: [C:1]([O:5][C:6]([N:8]1[CH2:20][C@@H:19]([CH3:21])[N:18]2[C@H:10]([CH2:11][C:12]3[C:17]2=[N:16][C:15]([CH2:22][S:23][C:30]([C:31]2[CH:36]=[CH:35][CH:34]=[CH:33][CH:32]=2)([C:43]2[CH:44]=[CH:45][CH:46]=[CH:47][CH:48]=2)[C:37]2[CH:38]=[CH:39][CH:40]=[CH:41][CH:42]=2)=[C:14]([Br:24])[CH:13]=3)[CH2:9]1)=[O:7])([CH3:2])([CH3:3])[CH3:4].